Regression. Given two drug SMILES strings and cell line genomic features, predict the synergy score measuring deviation from expected non-interaction effect. From a dataset of NCI-60 drug combinations with 297,098 pairs across 59 cell lines. (1) Drug 1: C1CCC(CC1)NC(=O)N(CCCl)N=O. Drug 2: C(CC(=O)O)C(=O)CN.Cl. Cell line: T-47D. Synergy scores: CSS=-6.24, Synergy_ZIP=-4.03, Synergy_Bliss=-12.6, Synergy_Loewe=-13.9, Synergy_HSA=-12.0. (2) Drug 1: C1CCC(C1)C(CC#N)N2C=C(C=N2)C3=C4C=CNC4=NC=N3. Drug 2: CC(CN1CC(=O)NC(=O)C1)N2CC(=O)NC(=O)C2. Cell line: MDA-MB-231. Synergy scores: CSS=24.2, Synergy_ZIP=-0.0296, Synergy_Bliss=7.44, Synergy_Loewe=7.06, Synergy_HSA=8.15. (3) Drug 1: CC1CCC2CC(C(=CC=CC=CC(CC(C(=O)C(C(C(=CC(C(=O)CC(OC(=O)C3CCCCN3C(=O)C(=O)C1(O2)O)C(C)CC4CCC(C(C4)OC)OCCO)C)C)O)OC)C)C)C)OC. Drug 2: CC(C)CN1C=NC2=C1C3=CC=CC=C3N=C2N. Cell line: RXF 393. Synergy scores: CSS=10.9, Synergy_ZIP=-4.18, Synergy_Bliss=-2.35, Synergy_Loewe=-5.14, Synergy_HSA=-3.41. (4) Drug 1: C#CCC(CC1=CN=C2C(=N1)C(=NC(=N2)N)N)C3=CC=C(C=C3)C(=O)NC(CCC(=O)O)C(=O)O. Drug 2: CN(CC1=CN=C2C(=N1)C(=NC(=N2)N)N)C3=CC=C(C=C3)C(=O)NC(CCC(=O)O)C(=O)O. Cell line: SN12C. Synergy scores: CSS=57.2, Synergy_ZIP=4.01, Synergy_Bliss=7.54, Synergy_Loewe=9.12, Synergy_HSA=9.35. (5) Cell line: HCT116. Drug 1: C1=CC(=C2C(=C1NCCNCCO)C(=O)C3=C(C=CC(=C3C2=O)O)O)NCCNCCO. Drug 2: CC(C1=C(C=CC(=C1Cl)F)Cl)OC2=C(N=CC(=C2)C3=CN(N=C3)C4CCNCC4)N. Synergy scores: CSS=65.1, Synergy_ZIP=7.43, Synergy_Bliss=6.45, Synergy_Loewe=0.793, Synergy_HSA=9.37. (6) Drug 1: CN1CCC(CC1)COC2=C(C=C3C(=C2)N=CN=C3NC4=C(C=C(C=C4)Br)F)OC. Drug 2: C1=C(C(=O)NC(=O)N1)N(CCCl)CCCl. Cell line: DU-145. Synergy scores: CSS=19.0, Synergy_ZIP=0.388, Synergy_Bliss=3.99, Synergy_Loewe=-2.02, Synergy_HSA=3.82. (7) Cell line: BT-549. Drug 2: C1=NC2=C(N1)C(=S)N=CN2. Synergy scores: CSS=-2.69, Synergy_ZIP=-8.07, Synergy_Bliss=-16.7, Synergy_Loewe=-41.4, Synergy_HSA=-19.3. Drug 1: C1CCC(C1)C(CC#N)N2C=C(C=N2)C3=C4C=CNC4=NC=N3.